The task is: Predict the reactants needed to synthesize the given product.. This data is from Full USPTO retrosynthesis dataset with 1.9M reactions from patents (1976-2016). (1) Given the product [N:23]1[CH:22]=[CH:21][CH:20]=[C:19]([NH:18][C:15]([C:9]2[CH:10]=[CH:11][C:12]3[NH:13][C:14]4[C:2](=[O:1])[CH2:3][CH2:4][CH2:5][C:6]=4[C:7]=3[CH:8]=2)=[O:17])[CH:26]=1, predict the reactants needed to synthesize it. The reactants are: [O:1]=[C:2]1[C:14]2[NH:13][C:12]3[CH:11]=[CH:10][C:9]([C:15]([OH:17])=O)=[CH:8][C:7]=3[C:6]=2[CH2:5][CH2:4][CH2:3]1.[NH2:18][C:19]1[CH:20]=[C:21](C=C[CH:26]=1)[C:22]#[N:23]. (2) Given the product [Cl:38][CH2:39][C:40]1[N:4]([CH:1]([CH3:3])[CH3:2])[C:5]2[CH:6]=[C:7]([NH:12][C:13]3[CH:18]=[CH:17][N:16]=[C:15]([N:19]4[CH2:24][CH2:23][CH:22]([O:25][CH3:26])[CH2:21][CH2:20]4)[N:14]=3)[N:8]=[CH:9][C:10]=2[N:11]=1, predict the reactants needed to synthesize it. The reactants are: [CH:1]([NH:4][C:5]1[C:10]([NH2:11])=[CH:9][N:8]=[C:7]([NH:12][C:13]2[CH:18]=[CH:17][N:16]=[C:15]([N:19]3[CH2:24][CH2:23][CH:22]([O:25][CH3:26])[CH2:21][CH2:20]3)[N:14]=2)[CH:6]=1)([CH3:3])[CH3:2].C1(C)C=CC(S(O)(=O)=O)=CC=1.[Cl:38][CH2:39][C:40](OC)(OC)OC. (3) Given the product [CH2:2]([N:9]1[CH2:13][C@@H:12]([CH3:14])[C@H:11]([C:15]2[NH:18][C:32](=[O:33])[C:31]([CH2:30][N:21]3[C:22](=[O:29])[C:23]4[C:28](=[CH:27][CH:26]=[CH:25][CH:24]=4)[C:20]3=[O:19])=[N:17][N:16]=2)[CH2:10]1)[C:3]1[CH:8]=[CH:7][CH:6]=[CH:5][CH:4]=1, predict the reactants needed to synthesize it. The reactants are: Cl.[CH2:2]([N:9]1[CH2:13][C@@H:12]([CH3:14])[C@H:11]([C:15](=[NH:18])[NH:16][NH2:17])[CH2:10]1)[C:3]1[CH:8]=[CH:7][CH:6]=[CH:5][CH:4]=1.[O:19]=[C:20]1[C:28]2[C:23](=[CH:24][CH:25]=[CH:26][CH:27]=2)[C:22](=[O:29])[N:21]1[CH2:30][C:31](=O)[C:32](OC)=[O:33]. (4) Given the product [ClH:19].[N:20]12[CH2:27][CH2:26][CH:23]([CH2:24][CH2:25]1)[CH:22]([CH2:28][C:29]([NH:31][C:32]1[CH:37]=[CH:36][C:35]([C:6]3[CH:7]=[CH:8][CH:9]=[C:4]([N+:1]([O-:3])=[O:2])[CH:5]=3)=[CH:34][CH:33]=1)=[O:30])[CH2:21]2, predict the reactants needed to synthesize it. The reactants are: [N+:1]([C:4]1[CH:5]=[C:6](B(O)O)[CH:7]=[CH:8][CH:9]=1)([O-:3])=[O:2].C(=O)([O-])[O-].[Na+].[Na+].[ClH:19].[N:20]12[CH2:27][CH2:26][CH:23]([CH2:24][CH2:25]1)[CH:22]([CH2:28][C:29]([NH:31][C:32]1[CH:37]=[CH:36][C:35](Br)=[CH:34][CH:33]=1)=[O:30])[CH2:21]2.